This data is from Full USPTO retrosynthesis dataset with 1.9M reactions from patents (1976-2016). The task is: Predict the reactants needed to synthesize the given product. (1) Given the product [C:25]([C:24]1[CH:27]=[CH:28][C:21]([O:20][CH:17]2[CH2:16][CH2:15][CH:14]([NH:5][C:6](=[O:13])[O:32][C:33]([CH3:36])([CH3:35])[CH3:34])[CH2:19][CH2:18]2)=[CH:22][C:23]=1[F:29])#[N:26], predict the reactants needed to synthesize it. The reactants are: CN.O=C1C2C(=CC=CC=2)[C:6](=[O:13])[N:5]1[CH:14]1[CH2:19][CH2:18][CH:17]([O:20][C:21]2[CH:28]=[CH:27][C:24]([C:25]#[N:26])=[C:23]([F:29])[CH:22]=2)[CH2:16][CH2:15]1.C(OC([O:32][C:33]([CH3:36])([CH3:35])[CH3:34])=O)([O:32][C:33]([CH3:36])([CH3:35])[CH3:34])=O. (2) Given the product [Cl:8][C:9]1[CH:14]=[C:13]([O:15][C:16]2[C:25]3[C:20](=[CH:21][C:22]([O:28][CH3:29])=[C:23]([O:26][CH3:27])[CH:24]=3)[N:19]=[CH:18][N:17]=2)[CH:12]=[CH:11][C:10]=1[N:30]([CH3:1])[C:31](=[O:42])[O:32][CH2:33][C:34]1[CH:39]=[CH:38][CH:37]=[CH:36][C:35]=1[O:40][CH3:41], predict the reactants needed to synthesize it. The reactants are: [CH3:1]N(C)C=O.[H-].[Na+].[Cl:8][C:9]1[CH:14]=[C:13]([O:15][C:16]2[C:25]3[C:20](=[CH:21][C:22]([O:28][CH3:29])=[C:23]([O:26][CH3:27])[CH:24]=3)[N:19]=[CH:18][N:17]=2)[CH:12]=[CH:11][C:10]=1[NH:30][C:31](=[O:42])[O:32][CH2:33][C:34]1[CH:39]=[CH:38][CH:37]=[CH:36][C:35]=1[O:40][CH3:41].CI. (3) Given the product [CH2:15]([O:22][C:23]1[CH:24]=[CH:25][C:26](/[CH:27]=[CH:10]/[C:8]([C:6]2[CH:7]=[C:2]([CH3:1])[CH:3]=[C:4]([N+:12]([O-:14])=[O:13])[C:5]=2[OH:11])=[O:9])=[CH:29][CH:30]=1)[C:16]1[CH:17]=[CH:18][CH:19]=[CH:20][CH:21]=1, predict the reactants needed to synthesize it. The reactants are: [CH3:1][C:2]1[CH:7]=[C:6]([C:8]([CH3:10])=[O:9])[C:5]([OH:11])=[C:4]([N+:12]([O-:14])=[O:13])[CH:3]=1.[CH2:15]([O:22][C:23]1[CH:30]=[CH:29][C:26]([CH:27]=O)=[CH:25][CH:24]=1)[C:16]1[CH:21]=[CH:20][CH:19]=[CH:18][CH:17]=1. (4) Given the product [CH3:19][C:20]1[CH:21]=[C:22]([C:29]2[CH:34]=[CH:33][CH:32]=[CH:31][CH:30]=2)[CH:23]=[CH:24][C:25]=1[C:6]([N:8]1[CH2:12][C:11](=[N:13][O:14][CH3:15])[CH2:10][C@H:9]1[C:16]([O:18][CH3:35])=[O:17])=[O:7], predict the reactants needed to synthesize it. The reactants are: C(O[C:6]([N:8]1[CH2:12][C:11](=[N:13][O:14][CH3:15])[CH2:10][C@H:9]1[C:16]([OH:18])=[O:17])=[O:7])(C)(C)C.[CH3:19][C:20]1[CH:21]=[C:22]([C:29]2[CH:34]=[CH:33][CH:32]=[CH:31][CH:30]=2)[CH:23]=[CH:24][C:25]=1C(O)=O.[CH3:35]O. (5) Given the product [F:1][C:2]1[CH:3]=[CH:4][C:5]([C:8]2[N:9]=[C:10]3[C:15](=[N:16][CH:17]=2)[N:14]=[C:13]([NH:27][CH:28]([C:30]2[CH:31]=[CH:32][C:33]([S:36]([NH2:39])(=[O:37])=[O:38])=[CH:34][CH:35]=2)[CH3:29])[N:12]=[C:11]3[NH:21][CH2:22][C:23]([F:25])([F:24])[F:26])=[CH:6][CH:7]=1, predict the reactants needed to synthesize it. The reactants are: [F:1][C:2]1[CH:7]=[CH:6][C:5]([C:8]2[N:9]=[C:10]3[C:15](=[N:16][CH:17]=2)[N:14]=[C:13](S(C)=O)[N:12]=[C:11]3[NH:21][CH2:22][C:23]([F:26])([F:25])[F:24])=[CH:4][CH:3]=1.[NH2:27][CH:28]([C:30]1[CH:35]=[CH:34][C:33]([S:36]([NH2:39])(=[O:38])=[O:37])=[CH:32][CH:31]=1)[CH3:29]. (6) Given the product [F:1][C@H:2]1[C@@H:7]([O:8][S:29]([CH3:28])(=[O:31])=[O:30])[CH2:6][CH2:5][N:4]([C:9]([O:11][CH2:12][C:13]2[CH:18]=[CH:17][CH:16]=[CH:15][CH:14]=2)=[O:10])[CH2:3]1, predict the reactants needed to synthesize it. The reactants are: [F:1][C@H:2]1[C@@H:7]([OH:8])[CH2:6][CH2:5][N:4]([C:9]([O:11][CH2:12][C:13]2[CH:18]=[CH:17][CH:16]=[CH:15][CH:14]=2)=[O:10])[CH2:3]1.CCN(C(C)C)C(C)C.[CH3:28][S:29](Cl)(=[O:31])=[O:30].